Dataset: Reaction yield outcomes from USPTO patents with 853,638 reactions. Task: Predict the reaction yield, written as a fraction of the theoretical maximum amount of product (1.0 means a 100% yield; for example, 0.34 means a 34% yield). (1) The reactants are [CH3:1][C:2]1[NH:6][N:5]=[C:4]([C:7]([O:9]C)=[O:8])[CH:3]=1.[OH-].[Na+].O. The catalyst is CO. The product is [CH3:1][C:2]1[NH:6][N:5]=[C:4]([C:7]([OH:9])=[O:8])[CH:3]=1. The yield is 0.310. (2) The reactants are Br[C:2]1[C:6](C)=[CH:5][S:4][CH:3]=1.[Li][CH2:9]CCC.C(O[B:17]1[O:21][C:20]([CH3:23])([CH3:22])[C:19]([CH3:25])([CH3:24])[O:18]1)(C)C. No catalyst specified. The product is [CH3:24][C:19]1([CH3:25])[C:20]([CH3:23])([CH3:22])[O:21][B:17]([C:6]2[CH:2]=[CH:3][S:4][C:5]=2[CH3:9])[O:18]1. The yield is 0.260. (3) The reactants are C(N(CC)CC)C.[NH2:8][CH2:9][CH2:10][CH2:11][O:12][C:13]1[CH:30]=[CH:29][C:16]2[N:17]([CH2:27][CH3:28])[C:18](=[O:26])[C:19]([CH3:25])([CH3:24])[C:20](=[O:23])[N:21]([CH3:22])[C:15]=2[CH:14]=1.[N+:31]([C:34]1[CH:39]=[CH:38][CH:37]=[CH:36][C:35]=1[S:40](Cl)(=[O:42])=[O:41])([O-:33])=[O:32]. The catalyst is ClCCl.O. The product is [CH2:27]([N:17]1[C:18](=[O:26])[C:19]([CH3:24])([CH3:25])[C:20](=[O:23])[N:21]([CH3:22])[C:15]2[CH:14]=[C:13]([O:12][CH2:11][CH2:10][CH2:9][NH:8][S:40]([C:35]3[CH:36]=[CH:37][CH:38]=[CH:39][C:34]=3[N+:31]([O-:33])=[O:32])(=[O:41])=[O:42])[CH:30]=[CH:29][C:16]1=2)[CH3:28]. The yield is 0.970. (4) The product is [CH3:16][O:15][C:11]([C:6]12[CH2:7][CH:8]([CH2:4][CH2:5]1)[CH:9]=[CH:10]2)=[O:14]. The yield is 0.881. The reactants are C1[CH:5]2[C@@H:6]3[CH:10]=[CH:9][C@H:8]([CH:4]2C=C1)[CH2:7]3.[C:11]([O:15][CH3:16])(=[O:14])C=C.C1(C=CC(O)=CC=1)O. No catalyst specified. (5) The reactants are [O:1]1[CH2:6][CH2:5][N:4]([C:7]([NH:9][C@H:10]([C:15]([OH:17])=O)[CH2:11][CH:12]([CH3:14])[CH3:13])=[O:8])[CH2:3][CH2:2]1.CON(C)[C:21](=[O:32])[CH:22]([NH2:31])[CH2:23][CH2:24][C:25]1[CH:30]=[CH:29][CH:28]=[CH:27][CH:26]=1.C(Cl)CCl.C1C=CC2N(O)N=NC=2C=1.CCN(C(C)C)C(C)C. The catalyst is CC#N. The product is [O:1]1[CH2:2][CH2:3][N:4]([C:7]([NH:9][C@H:10]([C:15]([NH:31][C@@H:22]([CH2:23][CH2:24][C:25]2[CH:30]=[CH:29][CH:28]=[CH:27][CH:26]=2)[CH:21]=[O:32])=[O:17])[CH2:11][CH:12]([CH3:13])[CH3:14])=[O:8])[CH2:5][CH2:6]1. The yield is 1.00.